This data is from Full USPTO retrosynthesis dataset with 1.9M reactions from patents (1976-2016). The task is: Predict the reactants needed to synthesize the given product. Given the product [C:10]([C:7]1[S:6][C:5]([C:3](=[O:4])[C:2]([F:1])([F:17])[F:16])=[CH:9][CH:8]=1)#[CH:11], predict the reactants needed to synthesize it. The reactants are: [F:1][C:2]([F:17])([F:16])[C:3]([C:5]1[S:6][C:7]([C:10]#[C:11][Si](C)(C)C)=[CH:8][CH:9]=1)=[O:4].[Li+].[OH-].